Dataset: Forward reaction prediction with 1.9M reactions from USPTO patents (1976-2016). Task: Predict the product of the given reaction. (1) Given the reactants [O:1]=[C:2]1[C:10]2[C:5](=[CH:6][C:7](B3OC(C)(C)C(C)(C)O3)=[CH:8][CH:9]=2)[CH2:4][N:3]1[C:20]([O:22][C:23]([CH3:26])([CH3:25])[CH3:24])=[O:21].C(=O)([O-])[O-].[K+].[K+].Br[C:34]1[CH:35]=[N:36][C:37]([C:40]([F:43])([F:42])[F:41])=[N:38][CH:39]=1.O, predict the reaction product. The product is: [O:1]=[C:2]1[C:10]2[C:5](=[CH:6][C:7]([C:34]3[CH:35]=[N:36][C:37]([C:40]([F:43])([F:42])[F:41])=[N:38][CH:39]=3)=[CH:8][CH:9]=2)[CH2:4][N:3]1[C:20]([O:22][C:23]([CH3:24])([CH3:25])[CH3:26])=[O:21]. (2) Given the reactants Br[C:2]1[CH:11]=[C:10]2[C:5]([C:6]([S:22][CH3:23])=[N:7][C:8]([C:12]([F:21])([F:20])[C:13]3[CH:18]=[CH:17][C:16]([F:19])=[CH:15][CH:14]=3)=[N:9]2)=[CH:4][CH:3]=1.[O:24]1[CH2:27][C:26](=[O:28])[CH2:25]1.C([Li])CCC.C1COCC1.CC(O)=O, predict the reaction product. The product is: [F:20][C:12]([F:21])([C:13]1[CH:18]=[CH:17][C:16]([F:19])=[CH:15][CH:14]=1)[C:8]1[N:7]=[C:6]([S:22][CH3:23])[C:5]2[C:10](=[CH:11][C:2]([C:26]3([OH:28])[CH2:27][O:24][CH2:25]3)=[CH:3][CH:4]=2)[N:9]=1. (3) Given the reactants BrC1C=C(NC2C=CC(C#N)=CC=2)C=C(O[Si](C(C)C)(C(C)C)C(C)C)C=1.C([Si](C(C)C)(C(C)C)[N:32]1[C:40]2[C:35](=[C:36]([C:41]3[CH:42]=[C:43]([NH:58][C:59]4[CH:60]=[CH:61][C:62]([C:65]#[N:66])=[N:63][CH:64]=4)[CH:44]=[C:45]([O:47][Si](C(C)C)(C(C)C)C(C)C)[CH:46]=3)[CH:37]=[CH:38][CH:39]=2)[CH:34]=[CH:33]1)(C)C, predict the reaction product. The product is: [OH:47][C:45]1[CH:44]=[C:43]([NH:58][C:59]2[CH:60]=[CH:61][C:62]([C:65]#[N:66])=[N:63][CH:64]=2)[CH:42]=[C:41]([C:36]2[CH:37]=[CH:38][CH:39]=[C:40]3[C:35]=2[CH:34]=[CH:33][NH:32]3)[CH:46]=1. (4) Given the reactants COC1C=CC(C[N:8]2[C:17](=[O:18])[C:16]([CH3:20])([CH3:19])[C:15]3[C:10](=[CH:11][CH:12]=[CH:13][CH:14]=3)[C:9]2=[O:21])=CC=1.[N+]([O-])([O-])=O.[Ce+3].[NH4+].[NH4+].[N+]([O-])([O-])=O.[N+]([O-])([O-])=O.[N+]([O-])([O-])=O.[N+]([O-])([O-])=O, predict the reaction product. The product is: [CH3:19][C:16]1([CH3:20])[C:15]2[C:10](=[CH:11][CH:12]=[CH:13][CH:14]=2)[C:9](=[O:21])[NH:8][C:17]1=[O:18]. (5) Given the reactants [CH3:1][O:2][C:3](=[O:13])[C:4]1[CH:9]=[CH:8][C:7]([CH:10](O)[CH3:11])=[CH:6][CH:5]=1.C(Br)(Br)(Br)[Br:15].C1(P(C2C=CC=CC=2)C2C=CC=CC=2)C=CC=CC=1.O, predict the reaction product. The product is: [CH3:1][O:2][C:3](=[O:13])[C:4]1[CH:9]=[CH:8][C:7]([CH:10]([Br:15])[CH3:11])=[CH:6][CH:5]=1. (6) Given the reactants [F:1][C:2]1[CH:7]=[C:6]([F:8])[CH:5]=[CH:4][C:3]=1[NH:9][NH2:10].C(=O)([O-])[O-].[K+].[K+].[C:17](OCC)(=[O:25])[C:18]#[C:19][C:20]([O:22][CH2:23][CH3:24])=[O:21], predict the reaction product. The product is: [F:1][C:2]1[CH:7]=[C:6]([F:8])[CH:5]=[CH:4][C:3]=1[N:9]1[C:17]([OH:25])=[CH:18][C:19]([C:20]([O:22][CH2:23][CH3:24])=[O:21])=[N:10]1. (7) The product is: [OH:1][CH2:2][CH2:3][CH2:4][N:5]1[C:9]2[CH:10]=[CH:11][C:12]([CH:14]=[O:19])=[CH:13][C:8]=2[N:7]=[N:6]1. Given the reactants [OH:1][CH2:2][CH2:3][CH2:4][N:5]1[C:9]2[CH:10]=[CH:11][C:12]([C:14]#N)=[CH:13][C:8]=2[N:7]=[N:6]1.CO.C(=O)([O-])[O-:19].[K+].[K+].Cl, predict the reaction product. (8) Given the reactants [Br:1][C:2]1[CH:3]=[C:4]([CH:8]=[CH:9][CH:10]=1)[CH2:5][C:6]#[N:7].Br[CH2:12][CH2:13]Cl.[OH-].[Na+], predict the reaction product. The product is: [Br:1][C:2]1[CH:3]=[C:4]([C:5]2([C:6]#[N:7])[CH2:13][CH2:12]2)[CH:8]=[CH:9][CH:10]=1. (9) Given the reactants Cl[C:2]1[CH:11]=[CH:10][N:9]=[C:8]2[C:3]=1[C:4]1[CH:16]=[CH:15][CH:14]=[CH:13][C:5]=1[C:6](=[O:12])[NH:7]2.[F:17][C:18]([F:27])([F:26])[C:19]1[CH:20]=[C:21]([CH:23]=[CH:24][CH:25]=1)[NH2:22], predict the reaction product. The product is: [F:17][C:18]([F:26])([F:27])[C:19]1[CH:20]=[C:21]([NH:22][C:2]2[CH:11]=[CH:10][N:9]=[C:8]3[C:3]=2[C:4]2[CH:16]=[CH:15][CH:14]=[CH:13][C:5]=2[C:6](=[O:12])[NH:7]3)[CH:23]=[CH:24][CH:25]=1.